Task: Predict the reactants needed to synthesize the given product.. Dataset: Full USPTO retrosynthesis dataset with 1.9M reactions from patents (1976-2016) Given the product [O-:6][S:3]([C:2]([F:8])([F:7])[F:1])(=[O:5])=[O:4].[Na+:13], predict the reactants needed to synthesize it. The reactants are: [F:1][C:2]([F:8])([F:7])[S:3]([OH:6])(=[O:5])=[O:4].C([O-])(O)=O.[Na+:13].CO.